Dataset: Reaction yield outcomes from USPTO patents with 853,638 reactions. Task: Predict the reaction yield, written as a fraction of the theoretical maximum amount of product (1.0 means a 100% yield; for example, 0.34 means a 34% yield). (1) The reactants are [C:1]([C:3]1[C:4]([NH2:9])=[N:5][CH:6]=[CH:7][CH:8]=1)#[CH:2].[CH2:10]([C:17]1[N:22]=[CH:21][C:20]([CH2:23][C:24](Cl)=[N:25][OH:26])=[CH:19][CH:18]=1)[C:11]1[CH:16]=[CH:15][CH:14]=[CH:13][CH:12]=1.C(N(CC)CC)C. The catalyst is O1CCCC1. The product is [CH2:10]([C:17]1[N:22]=[CH:21][C:20]([CH2:23][C:24]2[CH:2]=[C:1]([C:3]3[C:4]([NH2:9])=[N:5][CH:6]=[CH:7][CH:8]=3)[O:26][N:25]=2)=[CH:19][CH:18]=1)[C:11]1[CH:12]=[CH:13][CH:14]=[CH:15][CH:16]=1. The yield is 0.0530. (2) The reactants are [Cl:1][C:2]1[C:7]([S:8]([NH2:11])(=[O:10])=[O:9])=[C:6]([OH:12])[C:5]([NH:13][C:14]2[C:17](=[O:18])[C:16](=[O:19])[C:15]=2Cl)=[CH:4][CH:3]=1.[CH3:21][O:22][C:23]1[CH:29]=[CH:28][CH:27]=[CH:26][C:24]=1[NH2:25]. The catalyst is CS(C)=O. The product is [CH3:21][O:22][C:23]1[CH:29]=[CH:28][CH:27]=[CH:26][C:24]=1[NH:25][C:15]1[C:16](=[O:19])[C:17](=[O:18])[C:14]=1[NH:13][C:5]1[C:6]([OH:12])=[C:7]([S:8]([NH2:11])(=[O:10])=[O:9])[C:2]([Cl:1])=[CH:3][CH:4]=1. The yield is 0.550. (3) The reactants are [CH:1]1([NH:7][CH2:8][C:9]2[CH:16]=[CH:15][C:12]([C:13]#[N:14])=[CH:11][CH:10]=2)[CH2:6][CH2:5][CH2:4][CH2:3][CH2:2]1.C(N(CC)CC)C.[C:24]([O:28][C:29](O[C:29]([O:28][C:24]([CH3:27])([CH3:26])[CH3:25])=[O:30])=[O:30])([CH3:27])([CH3:26])[CH3:25]. The catalyst is C(Cl)Cl. The product is [C:24]([O:28][C:29]([N:7]([CH2:8][C:9]1[CH:16]=[CH:15][C:12]([C:13]#[N:14])=[CH:11][CH:10]=1)[CH:1]1[CH2:6][CH2:5][CH2:4][CH2:3][CH2:2]1)=[O:30])([CH3:27])([CH3:26])[CH3:25]. The yield is 0.720. (4) The reactants are C(=O)([O-])[O-].[K+].[K+].[CH2:7]([O:9][C:10](=[O:33])[C@@H:11]([CH2:18][C:19]1[C:20]([CH2:28][O:29]C(=O)C)=[C:21]2[C:25](=[CH:26][CH:27]=1)[NH:24][N:23]=[CH:22]2)[CH2:12][C:13]([O:15][CH2:16]C)=[O:14])C. The catalyst is CO. The product is [CH3:7][O:9][C:10](=[O:33])[C@@H:11]([CH2:18][C:19]1[C:20]([CH2:28][OH:29])=[C:21]2[C:25](=[CH:26][CH:27]=1)[NH:24][N:23]=[CH:22]2)[CH2:12][C:13]([O:15][CH3:16])=[O:14]. The yield is 0.920. (5) The reactants are [F:1][C:2]1[C:3]([C:8]2[CH:13]=[CH:12][CH:11]=[CH:10][C:9]=2[NH:14][C:15](=[O:20])[C:16]([CH3:19])([CH3:18])[CH3:17])=[N:4][CH:5]=[CH:6][CH:7]=1.[Br:21]Br. The catalyst is C(O)(=O)C.[O-]S([O-])(=S)=O.[Na+].[Na+]. The product is [Br:21][C:12]1[CH:11]=[CH:10][C:9]([NH:14][C:15](=[O:20])[C:16]([CH3:17])([CH3:19])[CH3:18])=[C:8]([C:3]2[C:2]([F:1])=[CH:7][CH:6]=[CH:5][N:4]=2)[CH:13]=1. The yield is 0.720. (6) The reactants are [F:1][C:2]([F:12])([F:11])[C:3]1[CH:10]=[CH:9][C:6]([CH:7]=[O:8])=[CH:5][CH:4]=1.[N+:13]([CH:15](S(C1C=CC(C)=CC=1)(=O)=O)[CH2:16][CH3:17])#[C-:14].C([O-])([O-])=O.[K+].[K+]. The catalyst is CO. The product is [CH2:16]([C:15]1[N:13]=[CH:14][O:8][C:7]=1[C:6]1[CH:9]=[CH:10][C:3]([C:2]([F:11])([F:12])[F:1])=[CH:4][CH:5]=1)[CH3:17]. The yield is 0.880. (7) The reactants are C(OC([N:8]1[CH2:12][CH2:11][CH:10]([C:13]2[CH:18]=[CH:17][C:16]([NH:19][C:20](=[O:28])[C:21]3[CH:26]=[CH:25][C:24]([Cl:27])=[CH:23][CH:22]=3)=[CH:15][CH:14]=2)[CH2:9]1)=O)(C)(C)C.Cl. The product is [ClH:27].[Cl:27][C:24]1[CH:23]=[CH:22][C:21]([C:20]([NH:19][C:16]2[CH:17]=[CH:18][C:13]([CH:10]3[CH2:11][CH2:12][NH:8][CH2:9]3)=[CH:14][CH:15]=2)=[O:28])=[CH:26][CH:25]=1. The yield is 0.830. The catalyst is C1COCC1.O1CCOCC1. (8) The reactants are [S:1]1[C:5]([CH2:6][O:7][C:8]([NH:10][C@@H:11]([CH2:33][C:34]2[CH:39]=[CH:38][CH:37]=[CH:36][CH:35]=2)[CH2:12][NH:13][CH2:14][C@@H:15]([NH:23][C:24]([O:26][CH2:27][C:28]2[S:32][CH:31]=[N:30][CH:29]=2)=[O:25])[CH2:16][C:17]2[CH:22]=[CH:21][CH:20]=[CH:19][CH:18]=2)=[O:9])=[CH:4][N:3]=[CH:2]1.[C:40](=O)([O:51][CH2:52][C:53]1[S:57][CH:56]=[N:55][CH:54]=1)[O:41]C1C=CC([N+]([O-])=O)=CC=1.C(N(CC)CC)C. The catalyst is C(OCC)(=O)C. The product is [S:57]1[C:53]([CH2:52][O:51][C:40]([N:13]([CH2:14][C@@H:15]([NH:23][C:24]([O:26][CH2:27][C:28]2[S:32][CH:31]=[N:30][CH:29]=2)=[O:25])[CH2:16][C:17]2[CH:18]=[CH:19][CH:20]=[CH:21][CH:22]=2)[CH2:12][C@@H:11]([NH:10][C:8]([O:7][CH2:6][C:5]2[S:1][CH:2]=[N:3][CH:4]=2)=[O:9])[CH2:33][C:34]2[CH:39]=[CH:38][CH:37]=[CH:36][CH:35]=2)=[O:41])=[CH:54][N:55]=[CH:56]1. The yield is 0.360. (9) The reactants are Cl[C:2]1[CH:27]=[CH:26][C:5]([C:6]([NH:8][C:9]2[S:10][C:11]3[C:17]([C:18]4[CH:23]=[CH:22][CH:21]=[CH:20][CH:19]=4)=[CH:16][CH:15]=[C:14]([O:24][CH3:25])[C:12]=3[N:13]=2)=[O:7])=[CH:4][N:3]=1.[NH:28]1[CH2:32][CH2:31][CH2:30][CH2:29]1. The catalyst is O1CCOCC1. The product is [CH3:25][O:24][C:14]1[C:12]2[N:13]=[C:9]([NH:8][C:6](=[O:7])[C:5]3[CH:26]=[CH:27][C:2]([N:28]4[CH2:32][CH2:31][CH2:30][CH2:29]4)=[N:3][CH:4]=3)[S:10][C:11]=2[C:17]([C:18]2[CH:23]=[CH:22][CH:21]=[CH:20][CH:19]=2)=[CH:16][CH:15]=1. The yield is 0.710. (10) The reactants are [Cl:1][C:2]1[C:3]([C:42](=[O:52])[N:43]([CH2:48][CH2:49][CH2:50][CH3:51])[CH2:44][CH2:45][CH2:46][CH3:47])=[N:4][N:5]([C:8]2[CH:16]=[CH:15][C:14]([C:17](=[O:41])[NH:18][S:19]([C:22]3[CH:31]=[CH:30][C:29]4[C:24](=[C:25]([O:32][CH2:33][CH2:34][N:35]5[CH2:40][CH2:39][O:38][CH2:37][CH2:36]5)[CH:26]=[CH:27][CH:28]=4)[CH:23]=3)(=[O:21])=[O:20])=[CH:13][C:9]=2[C:10](O)=[O:11])[C:6]=1[CH3:7].[CH2:53]1[C:62]2[C:57](=[CH:58][CH:59]=[CH:60][CH:61]=2)[CH2:56][C@@H:55]([CH2:63][N:64]2[CH2:69][CH2:68][O:67][CH2:66][CH2:65]2)[NH:54]1. No catalyst specified. The product is [CH2:48]([N:43]([CH2:44][CH2:45][CH2:46][CH3:47])[C:42]([C:3]1[C:2]([Cl:1])=[C:6]([CH3:7])[N:5]([C:8]2[CH:16]=[CH:15][C:14]([C:17](=[O:41])[NH:18][S:19]([C:22]3[CH:31]=[CH:30][C:29]4[C:24](=[C:25]([O:32][CH2:33][CH2:34][N:35]5[CH2:40][CH2:39][O:38][CH2:37][CH2:36]5)[CH:26]=[CH:27][CH:28]=4)[CH:23]=3)(=[O:21])=[O:20])=[CH:13][C:9]=2[C:10]([N:54]2[C@H:55]([CH2:63][N:64]3[CH2:69][CH2:68][O:67][CH2:66][CH2:65]3)[CH2:56][C:57]3[C:62](=[CH:61][CH:60]=[CH:59][CH:58]=3)[CH2:53]2)=[O:11])[N:4]=1)=[O:52])[CH2:49][CH2:50][CH3:51]. The yield is 0.620.